This data is from Reaction yield outcomes from USPTO patents with 853,638 reactions. The task is: Predict the reaction yield, written as a fraction of the theoretical maximum amount of product (1.0 means a 100% yield; for example, 0.34 means a 34% yield). (1) The reactants are [O:1]1[C:5]2[CH:6]=[CH:7][C:8]([C:10]3([C:13]([NH:15][C:16]4[CH:17]=[C:18]5[C:22](=[CH:23][CH:24]=4)[NH:21][C:20]([C:25]([CH3:28])([CH3:27])[CH3:26])=[CH:19]5)=[O:14])[CH2:12][CH2:11]3)=[CH:9][C:4]=2[O:3][CH2:2]1.[BH3-]C#N.[Na+]. The catalyst is C(O)(=O)C. The product is [O:1]1[C:5]2[CH:6]=[CH:7][C:8]([C:10]3([C:13]([NH:15][C:16]4[CH:17]=[C:18]5[C:22](=[CH:23][CH:24]=4)[NH:21][CH:20]([C:25]([CH3:28])([CH3:27])[CH3:26])[CH2:19]5)=[O:14])[CH2:12][CH2:11]3)=[CH:9][C:4]=2[O:3][CH2:2]1. The yield is 0.890. (2) The reactants are [CH3:1][CH:2]([N:18]([CH3:20])[CH3:19])[CH2:3][N:4]1[C:13]2[CH:14]=[CH:15][CH:16]=[CH:17][C:12]=2[S:11][C:10]2[CH:9]=[CH:8][CH:7]=[CH:6][C:5]1=2.Cl.[OH-].[Na+]. The catalyst is CCOCC. The product is [CH3:1][CH:2]([N:18]([CH3:19])[CH3:20])[CH2:3][N:4]1[C:5]2[CH:6]=[CH:7][CH:8]=[CH:9][C:10]=2[S:11][C:12]2[CH:17]=[CH:16][CH:15]=[CH:14][C:13]1=2. The yield is 0.900.